Regression. Given a peptide amino acid sequence and an MHC pseudo amino acid sequence, predict their binding affinity value. This is MHC class II binding data. From a dataset of Peptide-MHC class II binding affinity with 134,281 pairs from IEDB. (1) The peptide sequence is VDGNPTVDIEEAPEM. The MHC is DRB5_0101 with pseudo-sequence DRB5_0101. The binding affinity (normalized) is 0. (2) The peptide sequence is EIYNMVKFRMIAGQE. The MHC is HLA-DPA10103-DPB10301 with pseudo-sequence HLA-DPA10103-DPB10301. The binding affinity (normalized) is 0.231. (3) The peptide sequence is LQYGWKTWGKNLVFS. The MHC is HLA-DQA10201-DQB10402 with pseudo-sequence HLA-DQA10201-DQB10402. The binding affinity (normalized) is 0.650. (4) The binding affinity (normalized) is 0. The peptide sequence is KNKVVKVLRPAPGGK. The MHC is HLA-DQA10103-DQB10603 with pseudo-sequence HLA-DQA10103-DQB10603.